Dataset: Rat liver microsome stability data. Task: Regression/Classification. Given a drug SMILES string, predict its absorption, distribution, metabolism, or excretion properties. Task type varies by dataset: regression for continuous measurements (e.g., permeability, clearance, half-life) or binary classification for categorical outcomes (e.g., BBB penetration, CYP inhibition). Dataset: rlm. The drug is O=C(Nc1sc2c(c1C(=O)N1CC(F)(F)C1)CCOC2)c1ccccc1C(F)(F)F. The result is 1 (stable in rat liver microsomes).